This data is from CYP2C9 inhibition data for predicting drug metabolism from PubChem BioAssay. The task is: Regression/Classification. Given a drug SMILES string, predict its absorption, distribution, metabolism, or excretion properties. Task type varies by dataset: regression for continuous measurements (e.g., permeability, clearance, half-life) or binary classification for categorical outcomes (e.g., BBB penetration, CYP inhibition). Dataset: cyp2c9_veith. (1) The molecule is N#CCCn1c(=O)c(-c2ccc(Cl)cc2)nc2cnc(Oc3ccccc3)nc21. The result is 0 (non-inhibitor). (2) The result is 0 (non-inhibitor). The compound is O=C(c1ccc(Cl)cc1)c1cnc(-c2ccccc2)s1.